Dataset: Reaction yield outcomes from USPTO patents with 853,638 reactions. Task: Predict the reaction yield, written as a fraction of the theoretical maximum amount of product (1.0 means a 100% yield; for example, 0.34 means a 34% yield). (1) The reactants are [O-]P([O-])([O-])=O.[K+].[K+].[K+].[CH2:9]([O:11][C:12]([C:14]1[NH:15][C:16]2[C:21]([CH:22]=1)=[CH:20][C:19]([O:23][CH2:24][C:25]1[CH:30]=[CH:29][CH:28]=[CH:27][CH:26]=1)=[CH:18][CH:17]=2)=[O:13])[CH3:10].[CH:31]([O:34][C:35]1[CH:40]=[CH:39][C:38](Br)=[CH:37][CH:36]=1)([CH3:33])[CH3:32].CNCCNC.[NH4+].[Cl-]. The catalyst is C1(C)C=CC=CC=1.[Cu]I. The product is [CH2:9]([O:11][C:12]([C:14]1[N:15]([C:38]2[CH:39]=[CH:40][C:35]([O:34][CH:31]([CH3:33])[CH3:32])=[CH:36][CH:37]=2)[C:16]2[C:21]([CH:22]=1)=[CH:20][C:19]([O:23][CH2:24][C:25]1[CH:30]=[CH:29][CH:28]=[CH:27][CH:26]=1)=[CH:18][CH:17]=2)=[O:13])[CH3:10]. The yield is 0.860. (2) The reactants are Br[C:2]1[CH:7]=[CH:6][CH:5]=[C:4]([F:8])[C:3]=1[F:9].C1C=CC(P(C2C(C3C(P(C4C=CC=CC=4)C4C=CC=CC=4)=CC=C4C=3C=CC=C4)=C3C(C=CC=C3)=CC=2)C2C=CC=CC=2)=CC=1.CC(C)([O-])C.[Na+].[C:62]([N:69]1[CH2:74][CH2:73][NH:72][CH2:71][CH2:70]1)([O:64][C:65]([CH3:68])([CH3:67])[CH3:66])=[O:63]. The catalyst is C1(C)C=CC=CC=1. The product is [F:9][C:3]1[C:4]([F:8])=[CH:5][CH:6]=[CH:7][C:2]=1[N:72]1[CH2:71][CH2:70][N:69]([C:62]([O:64][C:65]([CH3:68])([CH3:67])[CH3:66])=[O:63])[CH2:74][CH2:73]1. The yield is 0.950. (3) The reactants are [F:1][C:2]1[C:7]([NH:8][C:9](=O)[C:10]2[CH:15]=[C:14]([CH3:16])[CH:13]=[C:12]([C:17]3[CH:22]=[CH:21][CH:20]=[C:19]([F:23])[CH:18]=3)[CH:11]=2)=[C:6]([CH3:25])[C:5]([OH:26])=[CH:4][CH:3]=1. The catalyst is C1COCC1. The product is [F:1][C:2]1[CH:3]=[CH:4][C:5]([OH:26])=[C:6]([CH3:25])[C:7]=1[NH:8][CH2:9][C:10]1[CH:15]=[C:14]([CH3:16])[CH:13]=[C:12]([C:17]2[CH:22]=[CH:21][CH:20]=[C:19]([F:23])[CH:18]=2)[CH:11]=1. The yield is 0.860. (4) The reactants are [OH:1][CH2:2][C:3]#[C:4][C:5]1[CH:6]=[C:7]([S:11]([NH:14][C:15]2[CH:20]=[CH:19][CH:18]=[CH:17][CH:16]=2)(=[O:13])=[O:12])[CH:8]=[CH:9][CH:10]=1. The catalyst is CC(OI1(OC(C)=O)(OC(C)=O)OC(=O)C2C=CC=CC1=2)=O.C(Cl)Cl. The product is [O:1]=[CH:2][C:3]#[C:4][C:5]1[CH:6]=[C:7]([S:11]([NH:14][C:15]2[CH:16]=[CH:17][CH:18]=[CH:19][CH:20]=2)(=[O:13])=[O:12])[CH:8]=[CH:9][CH:10]=1. The yield is 0.720. (5) The reactants are [CH:1]1([C:4]2[N:5]=[C:6]([CH3:26])[NH:7][C:8](=[O:25])[C:9]=2[CH2:10][C:11]2[CH:16]=[CH:15][C:14]([C:17]3[C:18]([C:23]#[N:24])=[CH:19][CH:20]=[CH:21][CH:22]=3)=[CH:13][CH:12]=2)[CH2:3][CH2:2]1.[C:27]1(B(O)O)[CH:32]=[CH:31][CH:30]=[CH:29][CH:28]=1.C(N(CC)CC)C.N1C=CC=CC=1. The catalyst is C([O-])(=O)C.[Cu+2].C([O-])(=O)C.C(OCC)(=O)C.C(Cl)Cl. The product is [CH:1]1([C:4]2[N:5]=[C:6]([CH3:26])[N:7]([C:27]3[CH:32]=[CH:31][CH:30]=[CH:29][CH:28]=3)[C:8](=[O:25])[C:9]=2[CH2:10][C:11]2[CH:16]=[CH:15][C:14]([C:17]3[C:18]([C:23]#[N:24])=[CH:19][CH:20]=[CH:21][CH:22]=3)=[CH:13][CH:12]=2)[CH2:2][CH2:3]1. The yield is 0.350. (6) The reactants are [C:1]1([N:7]2[C:11]3[CH:12]=[CH:13][CH:14]=[CH:15][C:10]=3[N:9]=[C:8]2[C@@H:16]([NH2:18])[CH3:17])[CH:6]=[CH:5][CH:4]=[CH:3][CH:2]=1.Cl[C:20]1[C:21]2[NH:28][CH:27]=[CH:26][C:22]=2[N:23]=[CH:24][N:25]=1.C(N(C(C)C)C(C)C)C. The catalyst is CCCCO. The product is [C:1]1([N:7]2[C:11]3[CH:12]=[CH:13][CH:14]=[CH:15][C:10]=3[N:9]=[C:8]2[C@@H:16]([NH:18][C:20]2[C:21]3[NH:28][CH:27]=[CH:26][C:22]=3[N:23]=[CH:24][N:25]=2)[CH3:17])[CH:2]=[CH:3][CH:4]=[CH:5][CH:6]=1. The yield is 0.410. (7) The reactants are C([NH:4][C@:5]1([C:22](NC(C)(C)C)=[O:23])[C@@H:9]([CH2:10][CH2:11][CH2:12][B:13]2[O:17]C(C)(C)C(C)(C)[O:14]2)[CH2:8][NH:7][CH2:6]1)(=O)C.C([NH:36][CH:37]1[CH2:42][CH2:41][CH2:40][CH2:39][C:38]1=O)(OC(C)(C)C)=O.S([O-])([O-])(=O)=[O:45].[Na+].[Na+].C(O)(=O)C.C(O[BH-](OC(=O)C)OC(=O)C)(=O)C.[Na+].C(=O)([O-])[O-].[Na+].[Na+]. The yield is 0.740. The product is [NH2:4][C@:5]1([C:22]([OH:23])=[O:45])[C@@H:9]([CH2:10][CH2:11][CH2:12][B:13]([OH:14])[OH:17])[CH2:8][N:7]([CH:38]2[CH2:39][CH2:40][CH2:41][CH2:42][CH:37]2[NH2:36])[CH2:6]1. The catalyst is ClCCCl. (8) The reactants are [C:1]([C:3]1[CH:4]=[C:5]2[C:10](=[CH:11][CH:12]=1)[CH:9]=[N:8][CH:7]=[CH:6]2)#[CH:2].[Li+].C[Si]([N-][Si](C)(C)C)(C)C.S([C:33]#[N:34])(C1C=CC(C)=CC=1)(=O)=O. The catalyst is C1COCC1. The product is [CH:9]1[C:10]2[C:5](=[CH:4][C:3]([C:1]#[C:2][C:33]#[N:34])=[CH:12][CH:11]=2)[CH:6]=[CH:7][N:8]=1. The yield is 0.560. (9) The reactants are [C:1]([O-])([O-])=[O:2].[Cs+].[Cs+].CO.[OH:9][CH:10]1[N:14]([C:15]2[CH:20]=[C:19]([C:21]([F:24])([F:23])[F:22])[C:18](I)=[CH:17][N:16]=2)[C:13](=[O:26])[N:12]([CH3:27])[CH:11]1[CH3:28]. The catalyst is C1(C)C=CC=CC=1.CCOC(C)=O.[CH2-]C=C.[CH2-]C=C.Cl[Pd+].Cl[Pd+].C(P(C(C)(C)C)C1C(OC)=CC=C(C)C=1C1C(C(C)C)=CC(C(C)C)=CC=1C(C)C)(C)(C)C. The product is [OH:9][CH:10]1[N:14]([C:15]2[CH:20]=[C:19]([C:21]([F:24])([F:23])[F:22])[C:18]([O:2][CH3:1])=[CH:17][N:16]=2)[C:13](=[O:26])[N:12]([CH3:27])[CH:11]1[CH3:28]. The yield is 0.530.